This data is from Full USPTO retrosynthesis dataset with 1.9M reactions from patents (1976-2016). The task is: Predict the reactants needed to synthesize the given product. Given the product [C:20]([N:28]1[C:33](=[O:34])[CH:32]=[CH:31][N:30]([CH2:59]/[CH:58]=[CH:57]/[CH2:56][O:55][C:36]([C:49]2[CH:54]=[CH:53][CH:52]=[CH:51][CH:50]=2)([C:37]2[CH:38]=[CH:39][CH:40]=[CH:41][CH:42]=2)[C:43]2[CH:48]=[CH:47][CH:46]=[CH:45][CH:44]=2)[C:29]1=[O:35])(=[O:27])[C:21]1[CH:22]=[CH:23][CH:24]=[CH:25][CH:26]=1, predict the reactants needed to synthesize it. The reactants are: C1(P(C2C=CC=CC=2)C2C=CC=CC=2)C=CC=CC=1.[C:20]([N:28]1[C:33](=[O:34])[CH:32]=[CH:31][NH:30][C:29]1=[O:35])(=[O:27])[C:21]1[CH:26]=[CH:25][CH:24]=[CH:23][CH:22]=1.[C:36]([O:55][CH2:56]/[CH:57]=[CH:58]/[CH2:59]O)([C:49]1[CH:54]=[CH:53][CH:52]=[CH:51][CH:50]=1)([C:43]1[CH:48]=[CH:47][CH:46]=[CH:45][CH:44]=1)[C:37]1[CH:42]=[CH:41][CH:40]=[CH:39][CH:38]=1.CC(OC(/N=N/C(OC(C)C)=O)=O)C.